From a dataset of Reaction yield outcomes from USPTO patents with 853,638 reactions. Predict the reaction yield, written as a fraction of the theoretical maximum amount of product (1.0 means a 100% yield; for example, 0.34 means a 34% yield). (1) The reactants are [Br:1][C:2]1[CH:3]=[CH:4][C:5]2[N:6]([CH2:16][CH2:17][O:18][CH2:19][CH2:20][O:21][CH3:22])[C:7]3[C:12]([C:13]=2[CH:14]=1)=[CH:11][C:10](F)=[CH:9][CH:8]=3.[Li]CCCC.[CH:28](N1CCOCC1)=[O:29]. The catalyst is C1COCC1. The product is [Br:1][C:2]1[CH:14]=[C:13]2[C:5](=[CH:4][CH:3]=1)[N:6]([CH2:16][CH2:17][O:18][CH2:19][CH2:20][O:21][CH3:22])[C:7]1[CH:8]=[CH:9][C:10]([CH:28]=[O:29])=[CH:11][C:12]2=1. The yield is 0.650. (2) The reactants are C[O:2][C:3]1[CH:8]=[C:7]([CH2:9][CH2:10][OH:11])[C:6]([C:12]2[CH:17]=[CH:16][C:15]([O:18][CH3:19])=[CH:14][CH:13]=2)=[CH:5][N:4]=1.Br[CH2:21][C:22]1[CH:27]=[CH:26][C:25]([Cl:28])=[CH:24][CH:23]=1. No catalyst specified. The product is [Cl:28][C:25]1[CH:26]=[CH:27][C:22]([CH2:21][N:4]2[CH:5]=[C:6]([C:12]3[CH:17]=[CH:16][C:15]([O:18][CH3:19])=[CH:14][CH:13]=3)[C:7]([CH2:9][CH2:10][OH:11])=[CH:8][C:3]2=[O:2])=[CH:23][CH:24]=1. The yield is 0.360. (3) The reactants are [NH2:1][C:2](=[O:44])[CH2:3][C:4]1[CH:43]=[CH:42][CH:41]=[CH:40][C:5]=1[CH2:6][CH2:7][C:8]1[C:13]([C:14]([F:17])([F:16])[F:15])=[CH:12][N:11]=[C:10]([NH:18][C:19]2[CH:39]=[CH:38][C:22]([C:23]([N:25]3[CH2:30][CH2:29][N:28](C(OC(C)(C)C)=O)[CH2:27][CH2:26]3)=[O:24])=[CH:21][CH:20]=2)[N:9]=1.C(O)(C(F)(F)F)=O. The yield is 0.870. The catalyst is C(Cl)Cl.C1CCCCC1. The product is [N:25]1([C:23]([C:22]2[CH:21]=[CH:20][C:19]([NH:18][C:10]3[N:9]=[C:8]([CH2:7][CH2:6][C:5]4[CH:40]=[CH:41][CH:42]=[CH:43][C:4]=4[CH2:3][C:2]([NH2:1])=[O:44])[C:13]([C:14]([F:16])([F:15])[F:17])=[CH:12][N:11]=3)=[CH:39][CH:38]=2)=[O:24])[CH2:26][CH2:27][NH:28][CH2:29][CH2:30]1. (4) The catalyst is CN(C=O)C. The yield is 0.850. The product is [CH3:1][O:2][C:3]1[CH:11]=[CH:10][C:6]([C:7]([O:9][CH3:15])=[O:8])=[C:5]([N+:12]([O-:14])=[O:13])[CH:4]=1. The reactants are [CH3:1][O:2][C:3]1[CH:11]=[CH:10][C:6]([C:7]([OH:9])=[O:8])=[C:5]([N+:12]([O-:14])=[O:13])[CH:4]=1.[CH2:15]1CCN2C(=NCCC2)CC1.IC.O. (5) The reactants are [Br:1][C:2]1[CH:7]=[CH:6][C:5]([C:8]2[O:9][C:10]([CH3:26])=[C:11]([CH2:13][CH2:14][O:15]S(C3C=CC(C)=CC=3)(=O)=O)[N:12]=2)=[CH:4][CH:3]=1.[C:27]([O:31][C:32](=[O:50])[CH2:33][CH2:34][C:35]1[CH:40]=[CH:39][C:38](O)=[CH:37][C:36]=1[CH2:42][NH:43]C(OC(C)C)=O)([CH3:30])([CH3:29])[CH3:28]. No catalyst specified. The product is [C:27]([O:31][C:32](=[O:50])[CH2:33][CH2:34][C:35]1[CH:40]=[CH:39][C:38]([O:15][CH2:14][CH2:13][C:11]2[N:12]=[C:8]([C:5]3[CH:4]=[CH:3][C:2]([Br:1])=[CH:7][CH:6]=3)[O:9][C:10]=2[CH3:26])=[CH:37][C:36]=1[CH:42]([C:32]([O:31][CH:27]([CH3:29])[CH3:28])=[O:50])[NH2:43])([CH3:28])([CH3:29])[CH3:30]. The yield is 0.640. (6) The reactants are [N:1]1[C:10]2[C:5](=[CH:6][CH:7]=[CH:8][CH:9]=2)[C:4]([N:11]2[CH2:16][CH2:15][N:14]([CH2:17][CH2:18][CH2:19][CH2:20][NH2:21])[CH2:13][CH2:12]2)=[CH:3][CH:2]=1.C1N=CN([C:27](N2C=NC=C2)=[O:28])C=1.[C:34]1([N:40]2[CH2:45][CH2:44][NH:43][CH2:42][CH2:41]2)[CH:39]=[CH:38][CH:37]=[CH:36][CH:35]=1. The catalyst is C(Cl)(Cl)Cl.CO. The product is [C:34]1([N:40]2[CH2:45][CH2:44][N:43]([C:27]([NH:21][CH2:20][CH2:19][CH2:18][CH2:17][N:14]3[CH2:13][CH2:12][N:11]([C:4]4[C:5]5[C:10](=[CH:9][CH:8]=[CH:7][CH:6]=5)[N:1]=[CH:2][CH:3]=4)[CH2:16][CH2:15]3)=[O:28])[CH2:42][CH2:41]2)[CH:39]=[CH:38][CH:37]=[CH:36][CH:35]=1. The yield is 0.280. (7) The reactants are [CH:1]1([N:5]2[CH:9]=[CH:8][CH:7]=[N:6]2)[CH2:4][CH2:3][CH2:2]1.[Li]CCCC.[CH3:15][C:16]1([CH3:27])[C:20]([CH3:22])([CH3:21])[O:19][B:18](OC(C)C)[O:17]1. The catalyst is O1CCCC1. The product is [CH:1]1([N:5]2[C:9]([B:18]3[O:19][C:20]([CH3:22])([CH3:21])[C:16]([CH3:27])([CH3:15])[O:17]3)=[CH:8][CH:7]=[N:6]2)[CH2:4][CH2:3][CH2:2]1. The yield is 0.470. (8) The reactants are O=[C:2]1[CH2:6][CH2:5][CH2:4][CH:3]1[CH2:7][C:8]1[C:16]2[C:11](=[CH:12][CH:13]=[C:14]([C:17]#[N:18])[CH:15]=2)[NH:10][CH:9]=1.[CH3:19][NH:20][CH3:21].C([BH3-])#N.[Na+].C(O)(=O)C. The catalyst is C(O)C. The product is [CH3:19][N:20]([CH3:21])[CH:2]1[CH2:6][CH2:5][CH2:4][CH:3]1[CH2:7][C:8]1[C:16]2[C:11](=[CH:12][CH:13]=[C:14]([C:17]#[N:18])[CH:15]=2)[NH:10][CH:9]=1. The yield is 0.260. (9) The catalyst is C(O)(C)C. The product is [N:8]1([C:6]2[N:5]=[CH:4][N:3]=[C:2]([NH2:13])[CH:7]=2)[CH:12]=[N:11][CH:10]=[N:9]1. The reactants are Cl[C:2]1[CH:7]=[C:6]([N:8]2[CH:12]=[N:11][CH:10]=[N:9]2)[N:5]=[CH:4][N:3]=1.[NH3:13]. The yield is 0.960.